The task is: Predict the reaction yield, written as a fraction of the theoretical maximum amount of product (1.0 means a 100% yield; for example, 0.34 means a 34% yield).. This data is from Reaction yield outcomes from USPTO patents with 853,638 reactions. (1) The reactants are [CH:1]1([NH:4][C:5]2[C:10]([CH2:11][NH:12][C:13]3[C:18]([F:19])=[C:17]([O:20][CH3:21])[CH:16]=[C:15]([O:22][CH3:23])[C:14]=3[F:24])=[CH:9][N:8]=[C:7]([S:25][CH3:26])[N:6]=2)[CH2:3][CH2:2]1.[H-].[Na+].C1N=CN([C:34](N2C=NC=C2)=[O:35])C=1. The catalyst is C1COCC1. The product is [CH:1]1([N:4]2[C:5]3=[N:6][C:7]([S:25][CH3:26])=[N:8][CH:9]=[C:10]3[CH2:11][N:12]([C:13]3[C:18]([F:19])=[C:17]([O:20][CH3:21])[CH:16]=[C:15]([O:22][CH3:23])[C:14]=3[F:24])[C:34]2=[O:35])[CH2:3][CH2:2]1. The yield is 0.930. (2) The reactants are [NH:1]1[C:9]2[C:4](=[CH:5][CH:6]=[C:7]([C:10]([NH2:12])=[O:11])[CH:8]=2)[CH:3]=[CH:2]1.[C:13](O[C:13]([O:15][C:16]([CH3:19])([CH3:18])[CH3:17])=[O:14])([O:15][C:16]([CH3:19])([CH3:18])[CH3:17])=[O:14]. The catalyst is CN(C)C1C=CN=CC=1.C(Cl)Cl. The product is [C:10]([C:7]1[CH:8]=[C:9]2[C:4]([CH:3]=[CH:2][N:1]2[C:13]([O:15][C:16]([CH3:19])([CH3:18])[CH3:17])=[O:14])=[CH:5][CH:6]=1)(=[O:11])[NH2:12]. The yield is 0.980. (3) The reactants are C([C:3](CC)([C:7]([O-:9])=[O:8])C([O-])=O)C.[H-].[Na+].[H][H].[C:16]12[C:22](=[CH:23][CH:24]=[CH:25][CH:26]=1)[NH:21][C:20](=[O:27])[O:19][C:17]2=O.Cl.[CH3:29][C:30](N(C)C)=O. No catalyst specified. The product is [CH2:29]([O:9][C:7]([C:3]1[C:20](=[O:27])[NH:21][C:22]2[C:16]([C:17]=1[OH:19])=[CH:26][CH:25]=[CH:24][CH:23]=2)=[O:8])[CH3:30]. The yield is 0.470. (4) The reactants are [Li+].[OH-].C[O:4][C:5](=[O:32])[CH:6]([N:8]1[CH:12]=[C:11]([C:13]2[CH:14]=[N:15][C:16]([NH2:31])=[C:17]([O:19][CH:20]([C:22]3[C:27]([Cl:28])=[CH:26][CH:25]=[C:24]([F:29])[C:23]=3[Cl:30])[CH3:21])[CH:18]=2)[CH:10]=[N:9]1)[CH3:7].C1COCC1.CO. The catalyst is O. The product is [NH2:31][C:16]1[N:15]=[CH:14][C:13]([C:11]2[CH:10]=[N:9][N:8]([CH:6]([CH3:7])[C:5]([OH:32])=[O:4])[CH:12]=2)=[CH:18][C:17]=1[O:19][CH:20]([C:22]1[C:27]([Cl:28])=[CH:26][CH:25]=[C:24]([F:29])[C:23]=1[Cl:30])[CH3:21]. The yield is 1.00. (5) The product is [CH:25]([NH:28][C:22]([C:3]1[N:4]=[N:5][C:6]([O:8][CH2:9][C:10]2[C:11]([C:16]3[CH:17]=[CH:18][CH:19]=[CH:20][CH:21]=3)=[N:12][O:13][C:14]=2[CH3:15])=[CH:7][C:2]=1[CH3:1])=[O:24])([CH3:27])[CH3:26]. No catalyst specified. The yield is 0.400. The reactants are [CH3:1][C:2]1[CH:7]=[C:6]([O:8][CH2:9][C:10]2[C:11]([C:16]3[CH:21]=[CH:20][CH:19]=[CH:18][CH:17]=3)=[N:12][O:13][C:14]=2[CH3:15])[N:5]=[N:4][C:3]=1[C:22]([OH:24])=O.[CH:25]([NH2:28])([CH3:27])[CH3:26].